This data is from Forward reaction prediction with 1.9M reactions from USPTO patents (1976-2016). The task is: Predict the product of the given reaction. Given the reactants [Br:1][C:2]1[CH:3]=[CH:4][C:5]([O:15][C:16]2[CH:17]=[N:18][C:19]([Cl:22])=[CH:20][CH:21]=2)=[C:6]([CH:14]=1)[C:7](N(CC)CC)=[O:8].[Li+].CC([N-]C(C)C)C, predict the reaction product. The product is: [Br:1][C:2]1[CH:14]=[C:6]2[C:5](=[CH:4][CH:3]=1)[O:15][C:16]1[CH:17]=[N:18][C:19]([Cl:22])=[CH:20][C:21]=1[C:7]2=[O:8].